This data is from Forward reaction prediction with 1.9M reactions from USPTO patents (1976-2016). The task is: Predict the product of the given reaction. (1) The product is: [CH:1]1([NH:7][C:8]([C:19]2[NH:20][C:21]([C:22]3[CH:27]=[CH:26][C:25]([Cl:28])=[CH:24][CH:23]=3)=[C:17]([C:14]3[CH:13]=[CH:12][C:11]([Cl:10])=[CH:16][CH:15]=3)[N:18]=2)=[O:9])[CH2:6][CH2:5][CH2:4][CH2:3][CH2:2]1. Given the reactants [CH:1]1([N:7]=[C:8]=[O:9])[CH2:6][CH2:5][CH2:4][CH2:3][CH2:2]1.[Cl:10][C:11]1[CH:16]=[CH:15][C:14]([C:17]2[N:18]=[CH:19][N:20](COCC[Si](C)(C)C)[C:21]=2[C:22]2[CH:27]=[CH:26][C:25]([Cl:28])=[CH:24][CH:23]=2)=[CH:13][CH:12]=1, predict the reaction product. (2) Given the reactants C([O:5][C:6]([C:8]1[CH:13]=[C:12]([O:14][C:15]2[C:20]([O:21][CH3:22])=[CH:19][C:18]([NH:23][CH3:24])=[C:17]([NH2:25])[CH:16]=2)[CH:11]=[CH:10][N:9]=1)=[O:7])(C)(C)C.NC(N)=S.IC.C(OC(C1C=C(OC2C=CC3N(C)[C:51]([NH:53][C:54]4[CH:59]=[CH:58][C:57]([Br:60])=[C:56]([CH3:61])[CH:55]=4)=NC=3C=2)C=CN=1)=O)(C)(C)C.FC(F)(F)C(O)=O, predict the reaction product. The product is: [Br:60][C:57]1[CH:58]=[CH:59][C:54]([NH:53][C:51]2[N:23]([CH3:24])[C:18]3[CH:19]=[C:20]([O:21][CH3:22])[C:15]([O:14][C:12]4[CH:11]=[CH:10][N:9]=[C:8]([C:6]([OH:5])=[O:7])[CH:13]=4)=[CH:16][C:17]=3[N:25]=2)=[CH:55][C:56]=1[CH3:61]. (3) Given the reactants CCCC[N+](CCCC)(CCCC)CCCC.[F-].[N:19]1[CH:20]=[N:21][N:22]2[CH:27]=[CH:26][C:25]([O:28][C:29]3[CH:34]=[CH:33][C:32]([NH:35][C:36]4[C:45]5[C:40](=[CH:41][CH:42]=[C:43]([NH:46][C:47]6[O:48][CH2:49][C:50]([CH2:53][O:54][Si](C(C)(C)C)(C7C=CC=CC=7)C7C=CC=CC=7)([CH3:52])[N:51]=6)[CH:44]=5)[N:39]=[CH:38][N:37]=4)=[CH:31][C:30]=3[CH3:72])=[CH:24][C:23]=12, predict the reaction product. The product is: [N:19]1[CH:20]=[N:21][N:22]2[CH:27]=[CH:26][C:25]([O:28][C:29]3[CH:34]=[CH:33][C:32]([NH:35][C:36]4[C:45]5[C:40](=[CH:41][CH:42]=[C:43]([NH:46][C:47]6[O:48][CH2:49][C:50]([CH2:53][OH:54])([CH3:52])[N:51]=6)[CH:44]=5)[N:39]=[CH:38][N:37]=4)=[CH:31][C:30]=3[CH3:72])=[CH:24][C:23]=12. (4) Given the reactants [NH2:1][CH:2]([C:10]1[C:15]([O:16][CH3:17])=[CH:14][CH:13]=[CH:12][C:11]=1[O:18][CH3:19])[CH2:3][CH2:4][CH2:5][C:6]([O:8]C)=O.[N:20]1[CH:25]=[CH:24][CH:23]=[N:22][C:21]=1[C:26]1[CH:27]=[C:28]([CH:31]=[CH:32][CH:33]=1)[CH:29]=O, predict the reaction product. The product is: [CH3:19][O:18][C:11]1[CH:12]=[CH:13][CH:14]=[C:15]([O:16][CH3:17])[C:10]=1[CH:2]1[N:1]([CH2:29][C:28]2[CH:31]=[CH:32][CH:33]=[C:26]([C:21]3[N:20]=[CH:25][CH:24]=[CH:23][N:22]=3)[CH:27]=2)[C:6](=[O:8])[CH2:5][CH2:4][CH2:3]1.